This data is from Peptide-MHC class II binding affinity with 134,281 pairs from IEDB. The task is: Regression. Given a peptide amino acid sequence and an MHC pseudo amino acid sequence, predict their binding affinity value. This is MHC class II binding data. (1) The peptide sequence is ANFPLDPFLLNTNTD. The MHC is DRB1_0101 with pseudo-sequence DRB1_0101. The binding affinity (normalized) is 0.215. (2) The binding affinity (normalized) is 0.840. The MHC is DRB1_0101 with pseudo-sequence DRB1_0101. The peptide sequence is IEKVDAAFKVAATAANAAPA.